From a dataset of M1 muscarinic receptor antagonist screen with 61,756 compounds. Binary Classification. Given a drug SMILES string, predict its activity (active/inactive) in a high-throughput screening assay against a specified biological target. The result is 0 (inactive). The compound is OC(=O)C(CCCC)CCC(=O)Nc1ccc(cc1)C(OCC)=O.